Dataset: Full USPTO retrosynthesis dataset with 1.9M reactions from patents (1976-2016). Task: Predict the reactants needed to synthesize the given product. Given the product [CH2:34]([O:33][C:31]([C:30]1[N:26]=[C:25]([N:3]2[CH:2]([CH3:1])[CH2:8][C:7]3[CH:9]=[C:10]4[O:15][CH2:14][O:13][C:11]4=[CH:12][C:6]=3[C:5]([C:16]3[CH:17]=[CH:18][C:19]([N+:22]([O-:24])=[O:23])=[CH:20][CH:21]=3)=[N:4]2)[S:27][CH:29]=1)=[O:32])[CH3:35], predict the reactants needed to synthesize it. The reactants are: [CH3:1][CH:2]1[CH2:8][C:7]2[CH:9]=[C:10]3[O:15][CH2:14][O:13][C:11]3=[CH:12][C:6]=2[C:5]([C:16]2[CH:21]=[CH:20][C:19]([N+:22]([O-:24])=[O:23])=[CH:18][CH:17]=2)=[N:4][N:3]1[C:25](=[S:27])[NH2:26].Br[CH2:29][C:30](=O)[C:31]([O:33][CH2:34][CH3:35])=[O:32].